Dataset: M1 muscarinic receptor antagonist screen with 61,756 compounds. Task: Binary Classification. Given a drug SMILES string, predict its activity (active/inactive) in a high-throughput screening assay against a specified biological target. (1) The molecule is Clc1c(Nc2c(cccc2)C([O-])=O)c(Cl)ccc1C. The result is 0 (inactive). (2) The compound is O=C(N1CCCc2c1cccc2)CCCOc1ccccc1. The result is 0 (inactive).